From a dataset of HIV replication inhibition screening data with 41,000+ compounds from the AIDS Antiviral Screen. Binary Classification. Given a drug SMILES string, predict its activity (active/inactive) in a high-throughput screening assay against a specified biological target. (1) The compound is CCOC(=O)C(C[Si](C)(C)C)P(=O)(OCC)OCC. The result is 0 (inactive). (2) The drug is CC[Pb](CC)(CC)OC(=O)COc1ccc(Cl)cc1Cl. The result is 0 (inactive). (3) The drug is S=c1sc(-c2ccccc2)c[se]1. The result is 0 (inactive). (4) The molecule is CC1=CC(O)(c2ccccn2)P(=O)(c2ccccc2)C=C1C. The result is 0 (inactive). (5) The molecule is COc1ccc(C=Cc2ccc3ccccc3n2)c(OC)c1. The result is 0 (inactive). (6) The result is 0 (inactive). The drug is O=C1OC(C=Cc2ccccc2)C(=O)C1=O.